From a dataset of Peptide-MHC class I binding affinity with 185,985 pairs from IEDB/IMGT. Regression. Given a peptide amino acid sequence and an MHC pseudo amino acid sequence, predict their binding affinity value. This is MHC class I binding data. (1) The peptide sequence is PLLCTLNKSH. The MHC is HLA-A33:01 with pseudo-sequence HLA-A33:01. The binding affinity (normalized) is 0. (2) The peptide sequence is DELVDPINY. The MHC is HLA-B18:01 with pseudo-sequence HLA-B18:01. The binding affinity (normalized) is 0.873. (3) The peptide sequence is NTTQQGDMY. The MHC is HLA-A02:03 with pseudo-sequence HLA-A02:03. The binding affinity (normalized) is 0.0847. (4) The MHC is HLA-A02:06 with pseudo-sequence HLA-A02:06. The peptide sequence is IAGIILLIL. The binding affinity (normalized) is 0. (5) The binding affinity (normalized) is 0.146. The MHC is HLA-A02:03 with pseudo-sequence HLA-A02:03. The peptide sequence is QRAAMAAQL.